This data is from Forward reaction prediction with 1.9M reactions from USPTO patents (1976-2016). The task is: Predict the product of the given reaction. (1) Given the reactants Cl.Cl.[NH:3]1[CH2:8][CH2:7][CH:6]([O:9][C:10]2[N:15]=[CH:14][CH:13]=[CH:12][N:11]=2)[CH2:5][CH2:4]1.C(N(C(C)C)CC)(C)C.[N:25]([CH2:28][C:29]1[CH:34]=[CH:33][CH:32]=[CH:31][C:30]=1[O:35][CH3:36])=[C:26]=[O:27], predict the reaction product. The product is: [CH3:36][O:35][C:30]1[CH:31]=[CH:32][CH:33]=[CH:34][C:29]=1[CH2:28][NH:25][C:26]([N:3]1[CH2:4][CH2:5][CH:6]([O:9][C:10]2[N:11]=[CH:12][CH:13]=[CH:14][N:15]=2)[CH2:7][CH2:8]1)=[O:27]. (2) The product is: [O:17]1[CH2:16][C@@H:15]1[CH2:14][O:1][C:2]1[CH:9]=[CH:8][C:7]([C:10]([F:11])([F:12])[F:13])=[CH:6][C:3]=1[CH:4]=[O:5]. Given the reactants [OH:1][C:2]1[CH:9]=[CH:8][C:7]([C:10]([F:13])([F:12])[F:11])=[CH:6][C:3]=1[CH:4]=[O:5].[CH2:14](OS(C1C=CC(C)=CC=1)(=O)=O)[C@@H:15]1[O:17][CH2:16]1.C([O-])([O-])=O.[K+].[K+], predict the reaction product. (3) Given the reactants [F:1][C:2]([F:26])([F:25])[C:3]1[CH:4]=[C:5]([C:9]2[S:13][C:12]([CH2:14][N:15]3[CH:19]=[C:18]([C:20]([O:22]CC)=[O:21])[CH:17]=[N:16]3)=[CH:11][CH:10]=2)[CH:6]=[CH:7][CH:8]=1.[OH-].[Na+].O, predict the reaction product. The product is: [F:25][C:2]([F:1])([F:26])[C:3]1[CH:4]=[C:5]([C:9]2[S:13][C:12]([CH2:14][N:15]3[CH:19]=[C:18]([C:20]([OH:22])=[O:21])[CH:17]=[N:16]3)=[CH:11][CH:10]=2)[CH:6]=[CH:7][CH:8]=1.